From a dataset of Full USPTO retrosynthesis dataset with 1.9M reactions from patents (1976-2016). Predict the reactants needed to synthesize the given product. Given the product [Si:22]([O:29][C:30]1[CH:31]=[CH:32][C:33]2[CH2:39][CH:38]([C:40]3[CH:45]=[CH:44][C:43]([O:46][CH3:47])=[CH:42][C:41]=3[CH2:3][CH2:2][NH2:1])[CH2:37][CH2:36][CH2:35][C:34]=2[CH:49]=1)([C:25]([CH3:28])([CH3:26])[CH3:27])([CH3:23])[CH3:24], predict the reactants needed to synthesize it. The reactants are: [NH2:1][C:2]1C=C(OC)C=C[C:3]=1C1CCCC2C=C(O)C=CC=2C1.[Si:22]([O:29][C:30]1[CH:31]=[CH:32][C:33]2[CH2:39][CH:38]([C:40]3[CH:45]=[CH:44][C:43]([O:46][CH3:47])=[CH:42][C:41]=3N)[CH2:37][CH2:36][CH2:35][C:34]=2[CH:49]=1)([C:25]([CH3:28])([CH3:27])[CH3:26])([CH3:24])[CH3:23].